This data is from Catalyst prediction with 721,799 reactions and 888 catalyst types from USPTO. The task is: Predict which catalyst facilitates the given reaction. (1) Reactant: C[O:2][C:3](=[O:30])[CH2:4][O:5][C:6]1[CH:15]=[CH:14][C:13]([Cl:16])=[C:12]2[C:7]=1[C:8]([CH3:29])=[C:9]([CH2:21][C:22]1[CH:27]=[CH:26][C:25]([Cl:28])=[CH:24][CH:23]=1)[C:10]([O:17][CH:18]([F:20])[F:19])=[N:11]2.CO.O.[OH-].[Na+]. Product: [Cl:16][C:13]1[CH:14]=[CH:15][C:6]([O:5][CH2:4][C:3]([OH:30])=[O:2])=[C:7]2[C:12]=1[N:11]=[C:10]([O:17][CH:18]([F:19])[F:20])[C:9]([CH2:21][C:22]1[CH:23]=[CH:24][C:25]([Cl:28])=[CH:26][CH:27]=1)=[C:8]2[CH3:29]. The catalyst class is: 15. (2) Reactant: [CH3:1][O:2][C:3]1[CH:4]=[C:5]([CH:7]=[C:8]([O:10]C)[CH:9]=1)[NH2:6].C[S-].[Na+].OP([O-])(O)=O.[Na+]. Product: [NH2:6][C:5]1[CH:7]=[C:8]([OH:10])[CH:9]=[C:3]([O:2][CH3:1])[CH:4]=1. The catalyst class is: 37.